This data is from Full USPTO retrosynthesis dataset with 1.9M reactions from patents (1976-2016). The task is: Predict the reactants needed to synthesize the given product. (1) Given the product [F:11][C:12]1[CH:17]=[CH:16][CH:15]=[CH:14][C:13]=1[C:2]1[CH:10]=[C:9]2[C:5]([CH:6]=[CH:7][NH:8]2)=[CH:4][CH:3]=1, predict the reactants needed to synthesize it. The reactants are: Br[C:2]1[CH:10]=[C:9]2[C:5]([CH:6]=[CH:7][NH:8]2)=[CH:4][CH:3]=1.[F:11][C:12]1[CH:17]=[CH:16][CH:15]=[CH:14][C:13]=1B(O)O. (2) Given the product [NH2:9][C:7]1[CH:6]=[CH:5][C:4]([C:12]2[S:13][C:14]3[CH:20]=[CH:19][CH:18]=[CH:17][C:15]=3[N:16]=2)=[C:3]([O:2][CH3:1])[CH:8]=1, predict the reactants needed to synthesize it. The reactants are: [CH3:1][O:2][C:3]1[CH:8]=[C:7]([N+:9]([O-])=O)[CH:6]=[CH:5][C:4]=1[C:12]1[S:13][C:14]2[CH:20]=[CH:19][CH:18]=[CH:17][C:15]=2[N:16]=1.O.O.[Sn](Cl)Cl.CCCCCC.C1COCC1.